Dataset: Full USPTO retrosynthesis dataset with 1.9M reactions from patents (1976-2016). Task: Predict the reactants needed to synthesize the given product. (1) The reactants are: CN(C)[CH2:3][C:4]#[C:5][C:6]1[CH:7]=[C:8]([C@@H:12]2[C@@H:16]([C:17]3[CH:22]=[CH:21][CH:20]=[C:19]([F:23])[CH:18]=3)[O:15][C:14](=[O:24])[NH:13]2)[CH:9]=[N:10][CH:11]=1.Br[C:27]1[CH:28]=[C:29]([C@@H:33]2[C@@H:37](C3C=CC=C(F)C=3)OC(=O)N2)C=N[CH:32]=1.C(C12CC1CCCC2)#C. Given the product [C:3]12([C:4]#[C:5][C:6]3[CH:7]=[C:8]([C@@H:12]4[C@@H:16]([C:17]5[CH:22]=[CH:21][CH:20]=[C:19]([F:23])[CH:18]=5)[O:15][C:14](=[O:24])[NH:13]4)[CH:9]=[N:10][CH:11]=3)[CH2:37][CH:33]1[CH2:29][CH2:28][CH2:27][CH2:32]2, predict the reactants needed to synthesize it. (2) Given the product [Cl:1][C:2]1[CH:3]=[C:4]2[C:8](=[CH:9][CH:10]=1)[N:7]([NH:11][C:20]([NH:19][CH2:12][C:13]1[CH:18]=[CH:17][CH:16]=[CH:15][CH:14]=1)=[O:21])[CH:6]=[CH:5]2, predict the reactants needed to synthesize it. The reactants are: [Cl:1][C:2]1[CH:3]=[C:4]2[C:8](=[CH:9][CH:10]=1)[N:7]([NH2:11])[CH:6]=[CH:5]2.[CH2:12]([N:19]=[C:20]=[O:21])[C:13]1[CH:18]=[CH:17][CH:16]=[CH:15][CH:14]=1.